This data is from Forward reaction prediction with 1.9M reactions from USPTO patents (1976-2016). The task is: Predict the product of the given reaction. (1) Given the reactants Br[C:2]1[O:6][C:5]([C:7]([NH2:9])=[O:8])=[CH:4][CH:3]=1.[C:10]([C:14]1[CH:15]=[C:16]2[C:21](=[C:22]([F:24])[CH:23]=1)[C:20](=[O:25])[N:19]([C:26]1[CH:36]=[CH:35][CH:34]=[C:33](B3OC(C)(C)C(C)(C)O3)[C:27]=1[CH2:28][O:29][C:30](=[O:32])[CH3:31])[N:18]=[CH:17]2)([CH3:13])([CH3:12])[CH3:11].CC(C1C=C(C(C)C)C(C2C=CC=CC=2P(C2CCCCC2)C2CCCCC2)=C(C(C)C)C=1)C.P([O-])([O-])([O-])=O.[K+].[K+].[K+], predict the reaction product. The product is: [C:10]([C:14]1[CH:15]=[C:16]2[C:21](=[C:22]([F:24])[CH:23]=1)[C:20](=[O:25])[N:19]([C:26]1[CH:36]=[CH:35][CH:34]=[C:33]([C:2]3[O:6][C:5]([C:7](=[O:8])[NH2:9])=[CH:4][CH:3]=3)[C:27]=1[CH2:28][O:29][C:30](=[O:32])[CH3:31])[N:18]=[CH:17]2)([CH3:11])([CH3:12])[CH3:13]. (2) Given the reactants [F:1][C:2]1[C:7]([O:8][CH3:9])=[CH:6][C:5]([O:10][CH3:11])=[C:4]([F:12])[C:3]=1[C:13]1[N:18]=[C:17]2[NH:19][N:20]=[C:21](I)[C:16]2=[CH:15][N:14]=1.[OH:23][CH:24]([CH3:45])[CH2:25][N:26]1[CH2:34][C:33]2[C:28](=[CH:29][CH:30]=[C:31](B3OC(C)(C)C(C)(C)O3)[CH:32]=2)[C:27]1=[O:44], predict the reaction product. The product is: [F:1][C:2]1[C:7]([O:8][CH3:9])=[CH:6][C:5]([O:10][CH3:11])=[C:4]([F:12])[C:3]=1[C:13]1[N:18]=[C:17]2[NH:19][N:20]=[C:21]([C:31]3[CH:32]=[C:33]4[C:28](=[CH:29][CH:30]=3)[C:27](=[O:44])[N:26]([CH2:25][CH:24]([OH:23])[CH3:45])[CH2:34]4)[C:16]2=[CH:15][N:14]=1. (3) Given the reactants [C:1]([C:5]1[N:10]=[C:9]([O:11][C:12]2[C:17]([CH3:18])=[CH:16][C:15]([CH3:19])=[CH:14][C:13]=2[CH3:20])[C:8]([C:21]([NH:23][S:24]([C:27]2[CH:32]=[CH:31][CH:30]=[CH:29][C:28]=2[O:33]C)(=[O:26])=[O:25])=[O:22])=[CH:7][CH:6]=1)([CH3:4])([CH3:3])[CH3:2].B(Br)(Br)Br, predict the reaction product. The product is: [C:1]([C:5]1[N:10]=[C:9]([O:11][C:12]2[C:17]([CH3:18])=[CH:16][C:15]([CH3:19])=[CH:14][C:13]=2[CH3:20])[C:8]([C:21]([NH:23][S:24]([C:27]2[CH:32]=[CH:31][CH:30]=[CH:29][C:28]=2[OH:33])(=[O:26])=[O:25])=[O:22])=[CH:7][CH:6]=1)([CH3:4])([CH3:2])[CH3:3]. (4) Given the reactants [OH:1][CH2:2][CH:3]([C:5]1[CH:10]=[CH:9][C:8]([N:11]2[CH2:19][C:18]3[C:13](=[CH:14][C:15]([O:20][CH3:21])=[CH:16][CH:17]=3)[C:12]2=[O:22])=[CH:7][CH:6]=1)[CH3:4].I[CH3:24], predict the reaction product. The product is: [CH3:21][O:20][C:15]1[CH:14]=[C:13]2[C:18]([CH2:19][N:11]([C:8]3[CH:7]=[CH:6][C:5]([CH:3]([CH3:4])[CH2:2][O:1][CH3:24])=[CH:10][CH:9]=3)[C:12]2=[O:22])=[CH:17][CH:16]=1. (5) The product is: [Cl:22][C:23]1[CH:24]=[CH:25][C:26]([C@H:29]2[C@@:31]3([C:39]4[C:34](=[CH:35][CH:36]=[CH:37][CH:38]=4)[N:33]([CH2:19][C:15]4[CH:14]=[C:13]([CH:18]=[CH:17][CH:16]=4)[C:12]([NH:9][C:7]4[NH:6][N:5]=[C:4]([CH:1]5[CH2:3][CH2:2]5)[CH:8]=4)=[O:21])[C:32]3=[O:40])[CH2:30]2)=[CH:27][CH:28]=1. Given the reactants [CH:1]1([C:4]2[CH:8]=[C:7]([NH2:9])[NH:6][N:5]=2)[CH2:3][CH2:2]1.CO[C:12](=[O:21])[C:13]1[CH:18]=[CH:17][CH:16]=[C:15]([CH2:19]Br)[CH:14]=1.[Cl:22][C:23]1[CH:28]=[CH:27][C:26]([C@@H:29]2[C@:31]3([C:39]4[C:34](=[CH:35][CH:36]=[CH:37][CH:38]=4)[NH:33][C:32]3=[O:40])[CH2:30]2)=[CH:25][CH:24]=1, predict the reaction product. (6) Given the reactants [C:1]([O:5][C:6]([NH:8][C@@H:9]([CH2:14][CH2:15][S:16][CH3:17])[C:10](OC)=[O:11])=[O:7])([CH3:4])([CH3:3])[CH3:2].[NH2:18][OH:19], predict the reaction product. The product is: [OH:19][NH:18][C:10](=[O:11])[C@@H:9]([NH:8][C:6](=[O:7])[O:5][C:1]([CH3:4])([CH3:3])[CH3:2])[CH2:14][CH2:15][S:16][CH3:17]. (7) Given the reactants COC[O:4][C:5]1[CH:10]=[CH:9][CH:8]=[CH:7][C:6]=1[C:11]([C:13]1[CH:18]=[CH:17][C:16]([O:19][CH2:20][C:21]2[N:22]=[C:23]([C:27]3[CH:32]=[CH:31][CH:30]=[CH:29][CH:28]=3)[O:24][C:25]=2[CH3:26])=[CH:15][CH:14]=1)=[O:12].Cl, predict the reaction product. The product is: [OH:4][C:5]1[CH:10]=[CH:9][CH:8]=[CH:7][C:6]=1[C:11]([C:13]1[CH:14]=[CH:15][C:16]([O:19][CH2:20][C:21]2[N:22]=[C:23]([C:27]3[CH:28]=[CH:29][CH:30]=[CH:31][CH:32]=3)[O:24][C:25]=2[CH3:26])=[CH:17][CH:18]=1)=[O:12]. (8) Given the reactants [CH3:1][O:2][C:3]([C:5]1[CH:13]=[C:12]2[C:8]([C:9]([CH:29]3[CH2:34][CH2:33][CH2:32][CH2:31][CH2:30]3)=[C:10]([C:20]3[CH:21]=[CH:22][CH:23]=[C:24]4[C:28]=3[NH:27][CH:26]=[CH:25]4)[N:11]2[CH2:14][CH2:15][O:16]COC)=[CH:7][CH:6]=1)=[O:4].Cl, predict the reaction product. The product is: [CH3:1][O:2][C:3]([C:5]1[CH:13]=[C:12]2[C:8]([C:9]([CH:29]3[CH2:34][CH2:33][CH2:32][CH2:31][CH2:30]3)=[C:10]([C:20]3[CH:21]=[CH:22][CH:23]=[C:24]4[C:28]=3[NH:27][CH:26]=[CH:25]4)[N:11]2[CH2:14][CH2:15][OH:16])=[CH:7][CH:6]=1)=[O:4]. (9) Given the reactants [F:1][C:2]([F:32])([F:31])[S:3]([NH:6][CH2:7][CH2:8][C:9]1[S:10][C:11]([C:14]2[CH:19]=[CH:18][C:17]([NH:20][C:21]([NH:23][C:24]3[CH:29]=[CH:28][CH:27]=[CH:26][C:25]=3[F:30])=[NH:22])=[CH:16][CH:15]=2)=[CH:12][N:13]=1)(=[O:5])=[O:4].F[C:34](F)(F)S(NCCC1SC(C2C=CC(NC(NC3C=CC=CC=3F)=S)=CC=2)=CN=1)(=O)=O.CN, predict the reaction product. The product is: [F:32][C:2]([F:31])([F:1])[S:3]([NH:6][CH2:7][CH2:8][C:9]1[S:10][C:11]([C:14]2[CH:15]=[CH:16][C:17]([NH:20][C:21]([NH:23][C:24]3[CH:29]=[CH:28][CH:27]=[CH:26][C:25]=3[F:30])=[N:22][CH3:34])=[CH:18][CH:19]=2)=[CH:12][N:13]=1)(=[O:4])=[O:5].